From a dataset of Peptide-MHC class II binding affinity with 134,281 pairs from IEDB. Regression. Given a peptide amino acid sequence and an MHC pseudo amino acid sequence, predict their binding affinity value. This is MHC class II binding data. (1) The peptide sequence is ETALKKAITAMSEAQKAAKP. The MHC is DRB1_0401 with pseudo-sequence DRB1_0401. The binding affinity (normalized) is 0.783. (2) The peptide sequence is AVWVDGKARTAWVDS. The MHC is DRB4_0101 with pseudo-sequence DRB4_0103. The binding affinity (normalized) is 0.576. (3) The peptide sequence is MIRIIAQGPKATFEA. The MHC is HLA-DQA10101-DQB10501 with pseudo-sequence HLA-DQA10101-DQB10501. The binding affinity (normalized) is 0. (4) The peptide sequence is SADFPQFKPEEITGI. The MHC is HLA-DQA10501-DQB10201 with pseudo-sequence HLA-DQA10501-DQB10201. The binding affinity (normalized) is 0.478. (5) The peptide sequence is SPEIKEEFVKIVQKRG. The binding affinity (normalized) is 0.277. The MHC is DRB1_1301 with pseudo-sequence DRB1_1301. (6) The peptide sequence is NFRFMSKGGMRNVFD. The MHC is HLA-DQA10501-DQB10301 with pseudo-sequence HLA-DQA10501-DQB10301. The binding affinity (normalized) is 0.348. (7) The peptide sequence is HYKGSSFHRVIPGFM. The MHC is DRB1_1602 with pseudo-sequence DRB1_1602. The binding affinity (normalized) is 0.485. (8) The MHC is HLA-DPA10103-DPB10301 with pseudo-sequence HLA-DPA10103-DPB10301. The binding affinity (normalized) is 0.397. The peptide sequence is SLFFSAQPFEITAST. (9) The peptide sequence is GLGWYKIEIDQDHQE. The MHC is DRB1_1101 with pseudo-sequence DRB1_1101. The binding affinity (normalized) is 0.148.